Task: Predict the product of the given reaction.. Dataset: Forward reaction prediction with 1.9M reactions from USPTO patents (1976-2016) (1) Given the reactants C(OC([NH:8][C:9]1[O:17][C:16]2[C:11](=[N:12][CH:13]=[C:14]([C:18]3[CH:19]=[N:20][C:21]([C:24]([NH:26][CH3:27])=[O:25])=[CH:22][CH:23]=3)[CH:15]=2)[C:10]=1[C:28](O)=[O:29])=O)(C)(C)C.[NH2:31][C:32]1[CH:33]=[N:34][CH:35]=[CH:36][C:37]=1[N:38]1[CH2:43][C@H:42]([C:44]([F:47])([F:46])[F:45])[CH2:41][C@H:40]([NH:48]C(=O)OC(C)(C)C)[CH2:39]1, predict the reaction product. The product is: [NH2:8][C:9]1[O:17][C:16]2[C:11](=[N:12][CH:13]=[C:14]([C:18]3[CH:19]=[N:20][C:21]([C:24]([NH:26][CH3:27])=[O:25])=[CH:22][CH:23]=3)[CH:15]=2)[C:10]=1[C:28]([NH:31][C:32]1[CH:33]=[N:34][CH:35]=[CH:36][C:37]=1[N:38]1[CH2:43][C@H:42]([C:44]([F:45])([F:46])[F:47])[CH2:41][C@H:40]([NH2:48])[CH2:39]1)=[O:29]. (2) Given the reactants [F:1][C:2]1[C:35]([F:36])=[CH:34][CH:33]=[CH:32][C:3]=1[CH2:4][NH:5][C:6](=[O:31])[N:7]([C@H:9]([CH2:16][O:17][C:18](=[O:30])[NH:19][C:20]1[N:21]=[CH:22][C:23]2[C:28]([CH:29]=1)=[CH:27][CH:26]=[CH:25][CH:24]=2)[CH2:10][CH2:11][C:12](OC)=[O:13])[CH3:8].[H-].[H-].[H-].[H-].[Li+].[Al+3], predict the reaction product. The product is: [CH:22]1[C:23]2[C:28](=[CH:27][CH:26]=[CH:25][CH:24]=2)[CH:29]=[C:20]([NH:19][C:18](=[O:30])[O:17][CH2:16][C@@H:9]([N:7]([CH3:8])[C:6]([NH:5][CH2:4][C:3]2[CH:32]=[CH:33][CH:34]=[C:35]([F:36])[C:2]=2[F:1])=[O:31])[CH2:10][CH2:11][CH2:12][OH:13])[N:21]=1. (3) Given the reactants Br[C:2]1[CH:7]=[CH:6][CH:5]=[CH:4][C:3]=1[N+:8]([O-:10])=[O:9].[CH:11]([C:13]1[CH:18]=[CH:17][C:16](B(O)O)=[CH:15][CH:14]=1)=[O:12].C(=O)([O-])[O-].[Na+].[Na+].O, predict the reaction product. The product is: [N+:8]([C:3]1[CH:4]=[CH:5][CH:6]=[CH:7][C:2]=1[C:16]1[CH:17]=[CH:18][C:13]([CH:11]=[O:12])=[CH:14][CH:15]=1)([O-:10])=[O:9]. (4) Given the reactants [CH3:1][NH:2][C:3]([N:5]1[C:13]2[C:8](=[CH:9][C:10]([O:14][C:15]3[CH:20]=[CH:19][N:18]=[C:17]([N:21]([C:31](OC4C=CC=CC=4)=[O:32])C(=O)OC4C=CC=CC=4)[CH:16]=3)=[CH:11][CH:12]=2)[CH:7]=[CH:6]1)=[O:4].[N:40]1([CH:45]2[CH2:50][CH2:49][NH:48][CH2:47][CH2:46]2)[CH2:44][CH2:43][CH2:42][CH2:41]1, predict the reaction product. The product is: [CH3:1][NH:2][C:3]([N:5]1[C:13]2[C:8](=[CH:9][C:10]([O:14][C:15]3[CH:20]=[CH:19][N:18]=[C:17]([NH:21][C:31]([N:48]4[CH2:49][CH2:50][CH:45]([N:40]5[CH2:44][CH2:43][CH2:42][CH2:41]5)[CH2:46][CH2:47]4)=[O:32])[CH:16]=3)=[CH:11][CH:12]=2)[CH:7]=[CH:6]1)=[O:4]. (5) Given the reactants [C:1]([OH:10])(=O)[CH2:2][CH2:3][CH2:4][CH2:5][C:6](O)=O.C(O)(=O)CCCC(O)=O, predict the reaction product. The product is: [C:1]1(=[O:10])[CH2:2][CH2:3][CH2:4][CH2:5][CH2:6]1.[CH:1]1([OH:10])[CH2:2][CH2:3][CH2:4][CH2:5][CH2:6]1. (6) Given the reactants Cl[C:2]1[N:11]=[CH:10][C:9]2[N:8]([CH2:12][C:13]3[CH:18]=[CH:17][C:16]([S:19]([CH3:22])(=[O:21])=[O:20])=[CH:15][CH:14]=3)[CH2:7][CH:6]3[CH2:23][O:24][CH2:25][CH2:26][N:5]3[C:4]=2[N:3]=1.CC1(C)C(C)(C)OB([C:35]2[CH:43]=[CH:42][CH:41]=[C:40]3[C:36]=2[CH:37]=[C:38]([C:44]([F:47])([F:46])[F:45])[NH:39]3)O1, predict the reaction product. The product is: [CH3:22][S:19]([C:16]1[CH:17]=[CH:18][C:13]([CH2:12][N:8]2[CH2:7][CH:6]3[CH2:23][O:24][CH2:25][CH2:26][N:5]3[C:4]3[N:3]=[C:2]([C:35]4[CH:43]=[CH:42][CH:41]=[C:40]5[C:36]=4[CH:37]=[C:38]([C:44]([F:47])([F:46])[F:45])[NH:39]5)[N:11]=[CH:10][C:9]2=3)=[CH:14][CH:15]=1)(=[O:21])=[O:20]. (7) The product is: [F:48][CH:39]([F:49])[O:31][C:21]1[C:22]([NH:24][C:25]2[CH:30]=[CH:29][N:28]=[CH:27][CH:26]=2)=[N:23][C:18]([C:11]2[C:12]3[C:17](=[CH:16][CH:15]=[CH:14][CH:13]=3)[N:9]([CH2:8][C:7]3[C:6]([F:35])=[CH:5][C:4]([O:3][CH2:1][CH3:2])=[CH:33][C:32]=3[F:34])[N:10]=2)=[N:19][CH:20]=1. Given the reactants [CH2:1]([O:3][C:4]1[CH:33]=[C:32]([F:34])[C:7]([CH2:8][N:9]2[C:17]3[C:12](=[CH:13][CH:14]=[CH:15][CH:16]=3)[C:11]([C:18]3[N:23]=[C:22]([NH:24][C:25]4[CH:30]=[CH:29][N:28]=[CH:27][CH:26]=4)[C:21]([OH:31])=[CH:20][N:19]=3)=[N:10]2)=[C:6]([F:35])[CH:5]=1)[CH3:2].[OH-].[K+].Cl[C:39]([F:49])([F:48])C(C1C=CC=CC=1)=O, predict the reaction product. (8) Given the reactants [OH-].[Na+].C([O:6][CH2:7][CH2:8][C:9]1[S:10][CH:11]=[C:12]([CH2:14][CH2:15][N:16]2[CH2:36][CH2:35][C:19]3([O:24][CH2:23][CH2:22][N:21]([C:25]([C:27]4[N:28]=[C:29]([CH:32]([CH3:34])[CH3:33])[S:30][CH:31]=4)=[O:26])[CH2:20]3)[CH2:18][CH2:17]2)[CH:13]=1)(=O)C, predict the reaction product. The product is: [OH:6][CH2:7][CH2:8][C:9]1[S:10][CH:11]=[C:12]([CH2:14][CH2:15][N:16]2[CH2:36][CH2:35][C:19]3([O:24][CH2:23][CH2:22][N:21]([C:25]([C:27]4[N:28]=[C:29]([CH:32]([CH3:33])[CH3:34])[S:30][CH:31]=4)=[O:26])[CH2:20]3)[CH2:18][CH2:17]2)[CH:13]=1. (9) Given the reactants [Cl:1][CH2:2][CH2:3][CH2:4][C:5]([C:7]1[CH:12]=[CH:11][C:10]([O:13][CH3:14])=[CH:9][CH:8]=1)=O, predict the reaction product. The product is: [Cl:1][CH2:2][CH2:3][CH2:4][CH2:5][C:7]1[CH:8]=[CH:9][C:10]([O:13][CH3:14])=[CH:11][CH:12]=1. (10) Given the reactants [CH2:1]([O:5][C:6]1[C:7](=[O:18])[O:8][C:9]2[CH:16]=[CH:15][C:14]([OH:17])=[CH:13][C:10]=2[C:11]=1[OH:12])[CH2:2][CH2:3][CH3:4].[C:19]([O:22][CH2:23][CH2:24][CH2:25]Br)(=[O:21])[CH3:20], predict the reaction product. The product is: [CH2:1]([O:5][C:6]1[C:7](=[O:18])[O:8][C:9]2[CH:16]=[CH:15][C:14]([O:17][CH2:25][CH2:24][CH2:23][O:22][C:19](=[O:21])[CH3:20])=[CH:13][C:10]=2[C:11]=1[OH:12])[CH2:2][CH2:3][CH3:4].